Dataset: TCR-epitope binding with 47,182 pairs between 192 epitopes and 23,139 TCRs. Task: Binary Classification. Given a T-cell receptor sequence (or CDR3 region) and an epitope sequence, predict whether binding occurs between them. (1) The TCR CDR3 sequence is CASSFPPGQGVQGAFF. The epitope is GTITVEELK. Result: 0 (the TCR does not bind to the epitope). (2) The epitope is MPASWVMRI. The TCR CDR3 sequence is CASSPGLAGSDTQYF. Result: 1 (the TCR binds to the epitope). (3) The epitope is LLDFVRFMGV. The TCR CDR3 sequence is CASSEVGQLETQYF. Result: 0 (the TCR does not bind to the epitope).